This data is from Catalyst prediction with 721,799 reactions and 888 catalyst types from USPTO. The task is: Predict which catalyst facilitates the given reaction. (1) Reactant: [N:1]1(C(=N)N)[CH:5]=[N:4]C=N1.[NH2:9][C:10]1[C:18]([Br:19])=[CH:17][C:16]([O:20][C:21]([F:24])([F:23])[F:22])=[CH:15][C:11]=1[C:12](O)=[O:13].CCN(C(C)C)C(C)C.O. Product: [NH2:1][C:5]1[NH:4][C:12](=[O:13])[C:11]2[C:10](=[C:18]([Br:19])[CH:17]=[C:16]([O:20][C:21]([F:24])([F:23])[F:22])[CH:15]=2)[N:9]=1. The catalyst class is: 37. (2) The catalyst class is: 28. Reactant: Cl.[NH2:2][CH2:3][C:4]([O:6][CH3:7])=[O:5].[C:8](Cl)(=[O:11])[CH2:9][CH3:10].C([O-])([O-])=O.[K+].[K+]. Product: [C:8]([NH:2][CH2:3][C:4]([O:6][CH3:7])=[O:5])(=[O:11])[CH2:9][CH3:10]. (3) Reactant: [H-].[Na+].[I:3][C:4]1[C:12]2[C:7](=[N:8][CH:9]=[C:10]([NH:13][CH:14]([CH3:16])[CH3:15])[N:11]=2)[NH:6][CH:5]=1.[S:17](Cl)([C:20]1[CH:26]=[CH:25][C:23]([CH3:24])=[CH:22][CH:21]=1)(=[O:19])=[O:18]. Product: [I:3][C:4]1[C:12]2[C:7](=[N:8][CH:9]=[C:10]([NH:13][CH:14]([CH3:16])[CH3:15])[N:11]=2)[N:6]([S:17]([C:20]2[CH:26]=[CH:25][C:23]([CH3:24])=[CH:22][CH:21]=2)(=[O:19])=[O:18])[CH:5]=1. The catalyst class is: 1. (4) Reactant: [Cl:1][C:2]1[CH:3]=[CH:4][C:5]2[N:6]([C:8]([C:11]3[CH:16]=[CH:15][C:14]([N+:17]([O-])=O)=[CH:13][C:12]=3[O:20][CH3:21])=[CH:9][N:10]=2)[N:7]=1.O.O.Cl[Sn]Cl.C([O-])(O)=O.[Na+]. Product: [Cl:1][C:2]1[CH:3]=[CH:4][C:5]2[N:6]([C:8]([C:11]3[CH:16]=[CH:15][C:14]([NH2:17])=[CH:13][C:12]=3[O:20][CH3:21])=[CH:9][N:10]=2)[N:7]=1. The catalyst class is: 336. (5) Reactant: [F:1][C:2]1[N:7]=[C:6](I)[C:5]([O:9][CH3:10])=[CH:4][CH:3]=1.[N:11]1[CH:16]=[CH:15][CH:14]=[C:13](B(O)O)[CH:12]=1.C(=O)([O-])[O-].[K+].[K+]. Product: [F:1][C:2]1[N:7]=[C:6]([C:13]2[CH:12]=[N:11][CH:16]=[CH:15][CH:14]=2)[C:5]([O:9][CH3:10])=[CH:4][CH:3]=1. The catalyst class is: 9. (6) Reactant: [C:1]([O:5][C:6]([NH:8][CH2:9][CH:10]1[O:15][CH2:14][CH2:13][N:12]([C:16]2[C:28]3[C:27]4[C:22](=[CH:23][C:24]([C:29]([OH:31])=O)=[CH:25][CH:26]=4)[NH:21][C:20]=3[N:19]=[CH:18][N:17]=2)[CH2:11]1)=[O:7])([CH3:4])([CH3:3])[CH3:2].[NH3:32]. Product: [C:1]([O:5][C:6](=[O:7])[NH:8][CH2:9][CH:10]1[O:15][CH2:14][CH2:13][N:12]([C:16]2[C:28]3[C:27]4[C:22](=[CH:23][C:24]([C:29](=[O:31])[NH2:32])=[CH:25][CH:26]=4)[NH:21][C:20]=3[N:19]=[CH:18][N:17]=2)[CH2:11]1)([CH3:4])([CH3:3])[CH3:2]. The catalyst class is: 3.